From a dataset of Catalyst prediction with 721,799 reactions and 888 catalyst types from USPTO. Predict which catalyst facilitates the given reaction. Reactant: [CH2:1]([C:3]1[O:7][C:6]([C:8]2[CH:9]=[C:10]([NH:24][CH:25]([CH3:27])[CH3:26])[C:11]([N:14]3[CH2:19][CH2:18][CH:17]([C:20]([O:22]C)=[O:21])[CH2:16][CH2:15]3)=[N:12][CH:13]=2)=[N:5][CH:4]=1)[CH3:2].[Li+].[OH-].Cl. Product: [CH2:1]([C:3]1[O:7][C:6]([C:8]2[CH:9]=[C:10]([NH:24][CH:25]([CH3:26])[CH3:27])[C:11]([N:14]3[CH2:15][CH2:16][CH:17]([C:20]([OH:22])=[O:21])[CH2:18][CH2:19]3)=[N:12][CH:13]=2)=[N:5][CH:4]=1)[CH3:2]. The catalyst class is: 1.